This data is from Forward reaction prediction with 1.9M reactions from USPTO patents (1976-2016). The task is: Predict the product of the given reaction. (1) The product is: [Cl:7][C:8]1[N:13]=[C:12]([N:14]([C:22]([O:24][C:25]([CH3:26])([CH3:27])[CH3:28])=[O:23])[C:15]([O:17][C:18]([CH3:19])([CH3:20])[CH3:21])=[O:16])[N:11]=[C:10]2[N:29]([CH2:37][C:38]3[CH:39]=[CH:40][C:41]([O:44][CH3:45])=[CH:42][CH:43]=3)[N:30]=[C:31]([CH2:32][CH2:33][OH:36])[C:9]=12. Given the reactants I([O-])(=O)(=O)=O.[Na+].[Cl:7][C:8]1[N:13]=[C:12]([N:14]([C:22]([O:24][C:25]([CH3:28])([CH3:27])[CH3:26])=[O:23])[C:15]([O:17][C:18]([CH3:21])([CH3:20])[CH3:19])=[O:16])[N:11]=[C:10]2[N:29]([CH2:37][C:38]3[CH:43]=[CH:42][C:41]([O:44][CH3:45])=[CH:40][CH:39]=3)[N:30]=[C:31]([CH2:32][CH:33]([OH:36])CO)[C:9]=12.O1CCCC1.CO, predict the reaction product. (2) Given the reactants [CH3:1][CH:2]1[N:15]2[C:6]([CH2:7][O:8][C:9]3[C:14]2=[CH:13][C:12]([NH:16][C:17]2([CH3:21])[CH2:20][NH:19][CH2:18]2)=[C:11]([C:22]2[CH:27]=[CH:26][CH:25]=[CH:24][CH:23]=2)[CH:10]=3)=[N:5][NH:4][C:3]1=[O:28].C=O.[BH3-][C:32]#N.[Na+], predict the reaction product. The product is: [CH3:32][N:19]1[CH2:20][C:17]([NH:16][C:12]2[CH:13]=[C:14]3[C:9](=[CH:10][C:11]=2[C:22]2[CH:23]=[CH:24][CH:25]=[CH:26][CH:27]=2)[O:8][CH2:7][C:6]2[N:15]3[CH:2]([CH3:1])[C:3](=[O:28])[NH:4][N:5]=2)([CH3:21])[CH2:18]1. (3) Given the reactants [C:1]([NH:8][CH2:9][CH2:10][NH2:11])([O:3][C:4]([CH3:7])([CH3:6])[CH3:5])=[O:2].[CH2:12]([CH:15]([CH2:19][C:20]#[CH:21])[C:16](O)=O)[C:13]#[CH:14].CN([C:25]([O:29]N1N=NC2C=CC=CC1=2)=[N+](C)C)C.[B-](F)(F)(F)F.CCN(C(C)C)C(C)C, predict the reaction product. The product is: [C:4]([O:3][C:1](=[O:2])[NH:8][CH2:9][CH2:10][NH:11][C:25](=[O:29])[CH2:16][CH:15]([CH2:19][C:20]#[CH:21])[CH2:12][C:13]#[CH:14])([CH3:5])([CH3:6])[CH3:7].